Dataset: Catalyst prediction with 721,799 reactions and 888 catalyst types from USPTO. Task: Predict which catalyst facilitates the given reaction. The catalyst class is: 9. Product: [F:17][C:14]1[CH:15]=[CH:16][C:11]([C:10]2[C:3]3[C:2]([NH:18][CH2:19][CH2:20][CH2:21][O:22][C:23]4[CH:24]=[C:25]([NH:29][C:30](=[O:32])[CH3:31])[CH:26]=[CH:27][CH:28]=4)=[N:7][CH:6]=[N:5][C:4]=3[S:8][CH:9]=2)=[CH:12][CH:13]=1. Reactant: Cl[C:2]1[C:3]2[C:10]([C:11]3[CH:16]=[CH:15][C:14]([F:17])=[CH:13][CH:12]=3)=[CH:9][S:8][C:4]=2[N:5]=[CH:6][N:7]=1.[NH2:18][CH2:19][CH2:20][CH2:21][O:22][C:23]1[CH:24]=[C:25]([NH:29][C:30](=[O:32])[CH3:31])[CH:26]=[CH:27][CH:28]=1.C(N(C(C)C)CC)(C)C.